The task is: Predict the product of the given reaction.. This data is from Forward reaction prediction with 1.9M reactions from USPTO patents (1976-2016). (1) Given the reactants [CH2:1]([N:8]1[CH2:13][CH2:12][CH2:11][C@@H:10]([NH:14]C(=O)OC(C)(C)C)[CH2:9]1)[C:2]1[CH:7]=[CH:6][CH:5]=[CH:4][CH:3]=1.[ClH:22].CO, predict the reaction product. The product is: [ClH:22].[CH2:1]([N:8]1[CH2:13][CH2:12][CH2:11][C@@H:10]([NH2:14])[CH2:9]1)[C:2]1[CH:3]=[CH:4][CH:5]=[CH:6][CH:7]=1. (2) Given the reactants [Br:1][C:2]1[C:7]([F:8])=[CH:6][C:5]([NH2:9])=[CH:4][C:3]=1[F:10].[N+]([C:14]1[CH:19]=CC=C[CH:15]=1)([O-])=O.S(=O)(=O)(O)O, predict the reaction product. The product is: [Br:1][C:2]1[C:7]([F:8])=[C:6]2[C:5](=[CH:4][C:3]=1[F:10])[N:9]=[CH:19][CH:14]=[CH:15]2. (3) Given the reactants [Br:1][C:2]1[CH:7]=[CH:6][C:5]([C:8]2[CH:13]=[CH:12][C:11]([S:14]([NH:17][CH:18](CO)[C:19]([O:21][CH3:22])=[O:20])(=[O:16])=[O:15])=[CH:10][CH:9]=2)=[CH:4][CH:3]=1.C[CH2:26][N:27]([CH2:30][CH3:31])[CH2:28][CH3:29].CS(Cl)(=O)=[O:34].[CH2:37](N)[CH2:38][CH2:39][CH2:40][CH2:41][CH2:42]CC, predict the reaction product. The product is: [Br:1][C:2]1[CH:3]=[CH:4][C:5]([C:8]2[CH:9]=[CH:10][C:11]([S:14]([N:17]3[CH2:29][C:28](=[O:34])[N:27]([CH2:30][CH2:31][CH2:37][CH2:38][CH2:39][CH2:40][CH2:41][CH3:42])[CH2:26][CH:18]3[C:19]([O:21][CH3:22])=[O:20])(=[O:16])=[O:15])=[CH:12][CH:13]=2)=[CH:6][CH:7]=1. (4) The product is: [Zn:70].[O:57]=[C:58]([O-:69])[C@@H:59]([C@H:61]([C@@H:63]([C@@H:65]([CH2:67][OH:68])[OH:66])[OH:64])[OH:62])[OH:60].[CH3:40][C:31]1[C:32](=[O:33])[C@@H:34]([OH:39])[CH2:35][C:36]([CH3:37])([CH3:38])[C:30]=1/[CH:29]=[CH:28]/[C:27](/[CH3:41])=[CH:26]/[CH:25]=[CH:24]/[C:23](/[CH3:42])=[CH:22]/[CH:21]=[CH:20]/[CH:19]=[C:18](\[CH3:43])/[CH:17]=[CH:16]/[CH:15]=[C:14](\[CH3:44])/[CH:13]=[CH:12]/[C:3]1[C:4]([CH3:11])([CH3:10])[CH2:5][C@H:6]([OH:9])[C:7](=[O:8])[C:2]=1[CH3:1]. Given the reactants [CH3:1][C:2]1[C:7](=[O:8])[C@@H:6]([OH:9])[CH2:5][C:4]([CH3:11])([CH3:10])[C:3]=1/[CH:12]=[CH:13]/[C:14](/[CH3:44])=[CH:15]/[CH:16]=[CH:17]/[C:18](/[CH3:43])=[CH:19]/[CH:20]=[CH:21]/[CH:22]=[C:23](\[CH3:42])/[CH:24]=[CH:25]/[CH:26]=[C:27](\[CH3:41])/[CH:28]=[CH:29]/[C:30]1[C:36]([CH3:38])([CH3:37])[CH2:35][C@H:34]([OH:39])[C:32](=[O:33])[C:31]=1[CH3:40].O=C1O[C@H]([C@H](CO)O)C(O)=C1O.[O:57]=[C:58]([O-:69])[C@@H:59]([C@H:61]([C@@H:63]([C@@H:65]([CH2:67][OH:68])[OH:66])[OH:64])[OH:62])[OH:60].[Zn+2:70].O=C([O-])[C@@H]([C@H]([C@@H]([C@@H](CO)O)O)O)O, predict the reaction product.